From a dataset of Reaction yield outcomes from USPTO patents with 853,638 reactions. Predict the reaction yield, written as a fraction of the theoretical maximum amount of product (1.0 means a 100% yield; for example, 0.34 means a 34% yield). (1) The reactants are [CH3:1][N:2]1[CH:6]=[CH:5][CH:4]=[C:3]1[C:7]([N:9]1[CH2:18][CH2:17][C:16]2[C:11](=[CH:12][CH:13]=[C:14]([C:19]([O:21]C)=O)[CH:15]=2)[CH2:10]1)=[O:8].[K].[NH2:24][OH:25].C(O)(=O)C. The catalyst is CO. The product is [OH:25][NH:24][C:19]([C:14]1[CH:15]=[C:16]2[C:11](=[CH:12][CH:13]=1)[CH2:10][N:9]([C:7]([C:3]1[N:2]([CH3:1])[CH:6]=[CH:5][CH:4]=1)=[O:8])[CH2:18][CH2:17]2)=[O:21]. The yield is 0.162. (2) The reactants are CO[C:3]1[CH:4]=[C:5]2[C:10](=[CH:11][CH:12]=1)[C:9](=O)[NH:8][CH:7]=[CH:6]2. The catalyst is O=P(Cl)(Cl)Cl. The product is [CH:9]1[C:10]2[C:5](=[CH:4][CH:3]=[CH:12][CH:11]=2)[CH:6]=[CH:7][N:8]=1. The yield is 0.800. (3) The reactants are [N:1]1[CH:6]=[CH:5][CH:4]=[C:3]([OH:7])[C:2]=1[OH:8].[OH-].[K+].[CH2:11](Br)[C:12]1[CH:17]=[CH:16][CH:15]=[CH:14][CH:13]=1. The catalyst is CO. The product is [CH2:11]([O:7][C:3]1[C:2]([OH:8])=[N:1][CH:6]=[CH:5][CH:4]=1)[C:12]1[CH:17]=[CH:16][CH:15]=[CH:14][CH:13]=1. The yield is 0.430. (4) The reactants are [H-].[Na+].[Cl:3][C:4]1[C:12]2[NH:11][C:10]3[CH2:13][CH2:14][N:15]([C:18]([O:20][C:21]([CH3:24])([CH3:23])[CH3:22])=[O:19])[CH2:16][CH2:17][C:9]=3[C:8]=2[CH:7]=[C:6]([Cl:25])[CH:5]=1.Br[CH2:27][CH2:28][O:29][C:30]1[CH:35]=[CH:34][CH:33]=[CH:32][CH:31]=1. The catalyst is CN(C=O)C. The product is [Cl:3][C:4]1[C:12]2[N:11]([CH2:27][CH2:28][O:29][C:30]3[CH:35]=[CH:34][CH:33]=[CH:32][CH:31]=3)[C:10]3[CH2:13][CH2:14][N:15]([C:18]([O:20][C:21]([CH3:22])([CH3:24])[CH3:23])=[O:19])[CH2:16][CH2:17][C:9]=3[C:8]=2[CH:7]=[C:6]([Cl:25])[CH:5]=1. The yield is 0.770. (5) The reactants are [CH:1]([C:4]1[NH:5][C:6]2[C:11]([CH:12]=1)=[CH:10][C:9]([N+:13]([O-])=O)=[CH:8][CH:7]=2)([CH3:3])[CH3:2]. The catalyst is [Ni].CO. The product is [CH:1]([C:4]1[NH:5][C:6]2[C:11]([CH:12]=1)=[CH:10][C:9]([NH2:13])=[CH:8][CH:7]=2)([CH3:3])[CH3:2]. The yield is 0.410. (6) The reactants are [C:1]([O:5][C:6](=[O:21])[NH:7][CH2:8][C:9]1[CH:18]=[CH:17][C:16]2[C:11](=[CH:12][CH:13]=[C:14]([OH:20])[C:15]=2[Br:19])[CH:10]=1)([CH3:4])([CH3:3])[CH3:2].C(=O)([O-])[O-].[K+].[K+].Br[CH2:29][C:30]([O:32][CH3:33])=[O:31]. The catalyst is CN(C=O)C.C(OCC)(=O)C. The product is [CH3:33][O:32][C:30](=[O:31])[CH2:29][O:20][C:14]1[CH:13]=[CH:12][C:11]2[C:16](=[CH:17][CH:18]=[C:9]([CH2:8][NH:7][C:6]([O:5][C:1]([CH3:4])([CH3:2])[CH3:3])=[O:21])[CH:10]=2)[C:15]=1[Br:19]. The yield is 0.960. (7) The reactants are [NH2:1][C:2]1[N:3]=[CH:4][N:5]([C:7]([C:20]2[CH:25]=[CH:24][CH:23]=[CH:22][CH:21]=2)([C:14]2[CH:19]=[CH:18][CH:17]=[CH:16][CH:15]=2)[C:8]2[CH:13]=[CH:12][CH:11]=[CH:10][CH:9]=2)[CH:6]=1.C(N(CC)CC)C.[C:33](Cl)(=[O:40])[C:34]1[CH:39]=[CH:38][CH:37]=[CH:36][CH:35]=1. The catalyst is ClCCl. The product is [C:7]([N:5]1[CH:6]=[C:2]([NH:1][C:33](=[O:40])[C:34]2[CH:39]=[CH:38][CH:37]=[CH:36][CH:35]=2)[N:3]=[CH:4]1)([C:14]1[CH:15]=[CH:16][CH:17]=[CH:18][CH:19]=1)([C:8]1[CH:9]=[CH:10][CH:11]=[CH:12][CH:13]=1)[C:20]1[CH:25]=[CH:24][CH:23]=[CH:22][CH:21]=1. The yield is 0.920. (8) The product is [S:34](=[O:36])(=[O:35])([O:26][CH2:25][C@@H:23]1[CH2:24][C@@H:20]([N:17]2[C:13]3[N:14]=[CH:15][N:16]=[C:11]([NH:10][C@@H:1]4[C:9]5[C:4](=[CH:5][CH:6]=[CH:7][CH:8]=5)[CH2:3][CH2:2]4)[C:12]=3[CH:19]=[CH:18]2)[CH:21]=[CH:22]1)[NH2:37]. The reactants are [C@@H:1]1([NH:10][C:11]2[C:12]3[CH:19]=[CH:18][N:17]([C@@H:20]4[CH2:24][C@@H:23]([CH2:25][OH:26])[CH:22]=[CH:21]4)[C:13]=3[N:14]=[CH:15][N:16]=2)[C:9]2[C:4](=[CH:5][CH:6]=[CH:7][CH:8]=2)[CH2:3][CH2:2]1.N1C=CC=CC=1.Cl[S:34]([NH2:37])(=[O:36])=[O:35]. The yield is 0.660. The catalyst is C(C#N)(C)=O.